From a dataset of Forward reaction prediction with 1.9M reactions from USPTO patents (1976-2016). Predict the product of the given reaction. Given the reactants [ClH:1].[ClH:2].N[C@@H]1CCN(C2C=C(NCCOC)N=NC=2)C1.COCCN[C:25]1[N:30]=[N:29][CH:28]=[C:27]([N:31]2[CH2:35][CH2:34][C@@H:33]([NH:36][C:37](=[O:43])[O:38][C:39]([CH3:42])([CH3:41])[CH3:40])[CH2:32]2)[CH:26]=1.Cl, predict the reaction product. The product is: [Cl:1][C:26]1[C:27]([N:31]2[CH2:35][CH2:34][C@@H:33]([NH:36][C:37](=[O:43])[O:38][C:39]([CH3:42])([CH3:41])[CH3:40])[CH2:32]2)=[CH:28][N:29]=[N:30][C:25]=1[Cl:2].